This data is from Forward reaction prediction with 1.9M reactions from USPTO patents (1976-2016). The task is: Predict the product of the given reaction. (1) Given the reactants [CH3:1][O:2][C:3](=[O:33])[C@H:4]([CH3:32])[N:5]([C:18]1[CH:23]=[CH:22][CH:21]=[CH:20][C:19]=1[O:24]CC1C=CC=CC=1)[S:6]([C:9]1[CH:14]=[CH:13][CH:12]=[C:11]([N+:15]([O-])=O)[CH:10]=1)(=[O:8])=[O:7], predict the reaction product. The product is: [CH3:1][O:2][C:3](=[O:33])[C@H:4]([CH3:32])[N:5]([S:6]([C:9]1[CH:14]=[CH:13][CH:12]=[C:11]([NH2:15])[CH:10]=1)(=[O:7])=[O:8])[C:18]1[CH:23]=[CH:22][CH:21]=[CH:20][C:19]=1[OH:24]. (2) The product is: [CH3:1][CH:2]([CH3:21])[CH2:3][CH2:4][NH:5][C:6]([C:8]1[S:12][C:11]([N:13]2[CH2:14][C:15]3[CH2:16][N:17]([C:37]4[C:46]5[C:41](=[CH:42][CH:43]=[CH:44][CH:45]=5)[N:40]=[CH:39][N:38]=4)[CH2:18][C:19]=3[CH2:20]2)=[N:10][CH:9]=1)=[O:7]. Given the reactants [CH3:1][CH:2]([CH3:21])[CH2:3][CH2:4][NH:5][C:6]([C:8]1[S:12][C:11]([N:13]2[CH2:20][C:19]3[CH2:18][NH:17][CH2:16][C:15]=3[CH2:14]2)=[N:10][CH:9]=1)=[O:7].FC(F)(F)C([O-])=O.C(N(CC)CC)C.Cl[C:37]1[C:46]2[C:41](=[CH:42][CH:43]=[CH:44][CH:45]=2)[N:40]=[CH:39][N:38]=1, predict the reaction product. (3) Given the reactants I[C:2]1[CH:3]=[C:4]([CH:7]=[C:8]([O:15][CH3:16])[C:9]=1[O:10][CH2:11][C:12]([CH3:14])=[CH2:13])[CH:5]=[O:6].C(=O)([O-])[O-].[K+].[K+].C([O-])=O.[Na+], predict the reaction product. The product is: [CH3:16][O:15][C:8]1[C:9]2[O:10][CH2:11][C:12]([CH3:14])([CH3:13])[C:2]=2[CH:3]=[C:4]([CH:5]=[O:6])[CH:7]=1. (4) Given the reactants [F:1][C:2]1[CH:23]=[C:22]([N:24]2[CH:28]=[C:27]([CH3:29])[CH:26]=[N:25]2)[CH:21]=[CH:20][C:3]=1[O:4][CH2:5][CH:6]1[CH:11]([NH:12]C(=O)OC(C)(C)C)[CH2:10][CH2:9][O:8][CH2:7]1.[ClH:30].CCO, predict the reaction product. The product is: [ClH:30].[F:1][C:2]1[CH:23]=[C:22]([N:24]2[CH:28]=[C:27]([CH3:29])[CH:26]=[N:25]2)[CH:21]=[CH:20][C:3]=1[O:4][CH2:5][CH:6]1[CH:11]([NH2:12])[CH2:10][CH2:9][O:8][CH2:7]1. (5) Given the reactants Br[C:2]1[CH:7]=[CH:6][CH:5]=[C:4]([Br:8])[CH:3]=1.[F:9][C:10]1[CH:33]=[CH:32][C:13]([O:14][C:15]2[C:16](=[O:31])[NH:17][N:18]=[CH:19][C:20]=2[C:21]2[CH:26]=[CH:25][C:24]([S:27]([CH3:30])(=[O:29])=[O:28])=[CH:23][CH:22]=2)=[CH:12][CH:11]=1.N, predict the reaction product. The product is: [Br:8][C:4]1[CH:3]=[C:2]([N:17]2[C:16](=[O:31])[C:15]([O:14][C:13]3[CH:32]=[CH:33][C:10]([F:9])=[CH:11][CH:12]=3)=[C:20]([C:21]3[CH:26]=[CH:25][C:24]([S:27]([CH3:30])(=[O:28])=[O:29])=[CH:23][CH:22]=3)[CH:19]=[N:18]2)[CH:7]=[CH:6][CH:5]=1. (6) The product is: [Cl:8][C:5]1[N:6]=[CH:7][C:2]([C@H:29]([NH:28][C@@H:23]([CH2:24][CH:25]([CH3:27])[CH3:26])[CH2:22][OH:21])[C:30]([F:32])([F:31])[F:33])=[CH:3][CH:4]=1. Given the reactants Br[C:2]1[CH:3]=[CH:4][C:5]([Cl:8])=[N:6][CH:7]=1.C([Li])CCC.[Si]([O:21][CH2:22][C@@H:23](/[N:28]=[CH:29]/[C:30]([F:33])([F:32])[F:31])[CH2:24][CH:25]([CH3:27])[CH3:26])(C(C)(C)C)(C)C, predict the reaction product. (7) Given the reactants F[B-](F)(F)F.[CH3:6][O+:7]([CH3:9])C.[CH3:10][C:11]1([CH3:18])[CH2:16][NH:15]C(=O)[CH2:13][CH2:12]1.C(=O)([O-])O.[Na+], predict the reaction product. The product is: [CH3:10][C:11]1([CH3:18])[CH2:12][CH2:13][C:6]([O:7][CH3:9])=[N:15][CH2:16]1. (8) Given the reactants C([O:3][C:4](=[O:33])[CH:5]([C:26]1[CH:27]=[C:28]([CH3:32])[CH:29]=[CH:30][CH:31]=1)[CH2:6][C:7]1[CH:11]=[C:10]([C:12]2[CH:17]=[CH:16][C:15](Br)=[CH:14][CH:13]=2)[N:9]([C:19]2[CH:24]=[CH:23][C:22]([CH3:25])=[CH:21][CH:20]=2)[N:8]=1)C.C[NH:35][C@@H:36]1[CH2:41]CCC[C@H]1NC.C([O-])([O-])=[O:45].[K+].[K+].CNC=O.[Li+].[OH-], predict the reaction product. The product is: [C:36]([NH:35][C:15]1[CH:16]=[CH:17][C:12]([C:10]2[N:9]([C:19]3[CH:20]=[CH:21][C:22]([CH3:25])=[CH:23][CH:24]=3)[N:8]=[C:7]([CH2:6][CH:5]([C:26]3[CH:27]=[C:28]([CH3:32])[CH:29]=[CH:30][CH:31]=3)[C:4]([OH:3])=[O:33])[CH:11]=2)=[CH:13][CH:14]=1)(=[O:45])[CH3:41]. (9) Given the reactants C(N(C(C)C)CC)(C)C.[CH2:10]([O:17][C:18]1[C:19]([C:29]([O:31][CH3:32])=[O:30])=[N:20][C:21](Br)=[C:22]2[C:27]=1[N:26]=[CH:25][CH:24]=[CH:23]2)[C:11]1[CH:16]=[CH:15][CH:14]=[CH:13][CH:12]=1.[NH:33]1[CH2:38][CH2:37][NH:36][CH2:35][CH2:34]1.O, predict the reaction product. The product is: [CH2:10]([O:17][C:18]1[C:19]([C:29]([O:31][CH3:32])=[O:30])=[N:20][C:21]([N:33]2[CH2:38][CH2:37][NH:36][CH2:35][CH2:34]2)=[C:22]2[C:27]=1[N:26]=[CH:25][CH:24]=[CH:23]2)[C:11]1[CH:16]=[CH:15][CH:14]=[CH:13][CH:12]=1. (10) Given the reactants [CH:1]1([S:4]([NH:7][C:8]([C@@:10]2([NH:15][C:16]([C@@H:18]3[CH2:22][C@@H:21]([OH:23])[CH2:20][N:19]3[C:24](=[O:45])[C@@H:25]([NH:37][C:38](=[O:44])[O:39][C:40]([CH3:43])([CH3:42])[CH3:41])[C@H:26]([CH2:34][O:35][CH3:36])[CH2:27][CH:28]([CH3:33])[CH2:29][CH2:30]C=C)=[O:17])[CH2:12][C@H:11]2[CH:13]=[CH2:14])=[O:9])(=[O:6])=[O:5])[CH2:3][CH2:2]1, predict the reaction product. The product is: [CH:1]1([S:4]([NH:7][C:8]([C@@:10]23[CH2:12][C@H:11]2[CH:13]=[CH:14][CH2:30][CH2:29][CH:28]([CH3:33])[CH2:27][C@@H:26]([CH2:34][O:35][CH3:36])[C@H:25]([NH:37][C:38](=[O:44])[O:39][C:40]([CH3:41])([CH3:42])[CH3:43])[C:24](=[O:45])[N:19]2[CH2:20][C@H:21]([OH:23])[CH2:22][C@H:18]2[C:16](=[O:17])[NH:15]3)=[O:9])(=[O:5])=[O:6])[CH2:3][CH2:2]1.